From a dataset of Forward reaction prediction with 1.9M reactions from USPTO patents (1976-2016). Predict the product of the given reaction. (1) Given the reactants Cl.[NH2:2][OH:3].C([O-])(=O)C.[Na+].[F:9][C:10]1[CH:11]=[C:12]([CH2:19][C:20]([C:22]2[CH:27]=[CH:26][CH:25]=[CH:24][CH:23]=2)=O)[CH:13]=[C:14]([F:18])[C:15]=1[S:16][CH3:17], predict the reaction product. The product is: [F:9][C:10]1[CH:11]=[C:12]([CH2:19][C:20]([C:22]2[CH:27]=[CH:26][CH:25]=[CH:24][CH:23]=2)=[N:2][OH:3])[CH:13]=[C:14]([F:18])[C:15]=1[S:16][CH3:17]. (2) Given the reactants [NH:1]1[C:10]2[C:5](=[CH:6][CH:7]=[CH:8][CH:9]=2)[CH2:4][C:3]2([CH2:15][CH2:14][N:13]([C:16]([O:18][C:19]([CH3:22])([CH3:21])[CH3:20])=[O:17])[CH2:12][CH2:11]2)[CH2:2]1.[CH2:23]([O:30][C:31](Cl)=[O:32])[C:24]1[CH:29]=[CH:28][CH:27]=[CH:26][CH:25]=1.C(=O)([O-])[O-].[K+].[K+].[Cl-].[NH4+], predict the reaction product. The product is: [N:1]1([C:31]([O:30][CH2:23][C:24]2[CH:29]=[CH:28][CH:27]=[CH:26][CH:25]=2)=[O:32])[C:10]2[C:5](=[CH:6][CH:7]=[CH:8][CH:9]=2)[CH2:4][C:3]2([CH2:15][CH2:14][N:13]([C:16]([O:18][C:19]([CH3:22])([CH3:21])[CH3:20])=[O:17])[CH2:12][CH2:11]2)[CH2:2]1. (3) Given the reactants [NH2:1][C:2]1[C:19]([N+:20]([O-:22])=[O:21])=[CH:18][C:5]([C:6]([NH:8][C:9]2[CH:17]=[C:16]3[C:12]([CH:13]=[N:14][NH:15]3)=[CH:11][CH:10]=2)=[O:7])=[C:4](Cl)[CH:3]=1.C([O-])([O-])=O.[K+].[K+].[CH3:30][N:31](C=O)[CH3:32], predict the reaction product. The product is: [NH2:1][C:2]1[C:19]([N+:20]([O-:22])=[O:21])=[CH:18][C:5]([C:6]([NH:8][C:9]2[CH:17]=[C:16]3[C:12]([CH:13]=[N:14][NH:15]3)=[CH:11][CH:10]=2)=[O:7])=[C:4]([N:31]([CH3:32])[CH3:30])[CH:3]=1. (4) Given the reactants [Cl:1]C1C=NC2C=CC(=O)N3CC(=C)C=1C=23.CC[C@H]1[C@H]2C[C@H:52]([C@H:51]([O:50]C3C4C(=CC=CC=4)C([O:50][C@H:51]([C:62]4[CH:71]=[CH:70][N:69]=[C:68]5[C:63]=4C=[C:65]([O:72]C)[CH:66]=[CH:67]5)[C@@H:52]4[N:57]5C[C@H](CC)[C@@H](CC5)C4)=NN=3)[C:62]3[CH:71]=[CH:70][N:69]=[C:68]4[C:63]=3C=[C:65]([O:72]C)[CH:66]=[CH:67]4)[N:57](CC2)C1.S([O-])([O-])=O.[Na+].[Na+].[C:80](=[O:83])(O)[O-].[Na+], predict the reaction product. The product is: [Cl:1][C:71]1[CH:70]=[N:69][C:68]2[CH:67]=[CH:66][C:65](=[O:72])[N:57]3[CH2:52][C:51]([OH:50])([CH2:80][OH:83])[C:62]=1[C:63]=23. (5) Given the reactants [F:1][C:2]([F:42])([F:41])[C:3]1[CH:4]=[C:5]([CH:34]=[C:35]([C:37]([F:40])([F:39])[F:38])[CH:36]=1)[CH2:6][N:7]([CH2:14][C:15]1[CH:20]=[C:19]([C:21]([F:24])([F:23])[F:22])[C:18]([CH3:25])=[CH:17][C:16]=1[CH:26]([CH:28]1[CH2:33][CH2:32][CH2:31][CH2:30][CH2:29]1)[OH:27])[C:8]1[N:9]=[N:10][N:11]([CH3:13])[N:12]=1.[H-].[Na+].[CH3:45]I, predict the reaction product. The product is: [F:42][C:2]([F:1])([F:41])[C:3]1[CH:4]=[C:5]([CH:34]=[C:35]([C:37]([F:38])([F:39])[F:40])[CH:36]=1)[CH2:6][N:7]([CH2:14][C:15]1[CH:20]=[C:19]([C:21]([F:24])([F:23])[F:22])[C:18]([CH3:25])=[CH:17][C:16]=1[CH:26]([CH:28]1[CH2:33][CH2:32][CH2:31][CH2:30][CH2:29]1)[O:27][CH3:45])[C:8]1[N:9]=[N:10][N:11]([CH3:13])[N:12]=1. (6) Given the reactants [C:1]([N:4]1[C:9]2=[CH:10][CH:11]=[C:12]3[C:17]([N:16]=[C:15]([CH:18]([CH3:20])[CH3:19])[N:14]([C:21]4[CH:26]=[CH:25][C:24]([Cl:27])=[CH:23][CH:22]=4)[C:13]3=[O:28])=[C:8]2[C:7]([CH3:29])=[CH:6][CH2:5]1)(=[O:3])[CH3:2], predict the reaction product. The product is: [C:1]([N:4]1[C:9]2=[CH:10][CH:11]=[C:12]3[C:17]([N:16]=[C:15]([CH:18]([CH3:20])[CH3:19])[N:14]([C:21]4[CH:22]=[CH:23][C:24]([Cl:27])=[CH:25][CH:26]=4)[C:13]3=[O:28])=[C:8]2[CH:7]([CH3:29])[CH2:6][CH2:5]1)(=[O:3])[CH3:2]. (7) Given the reactants [Cl:1][C:2]1[CH:3]=[C:4]([NH:19][C:20]2[C:30]3[CH:29]=[C:28]([C:31](O)=[O:32])[CH2:27][CH2:26][NH:25][C:24]=3[N:23]=[CH:22][N:21]=2)[CH:5]=[CH:6][C:7]=1[O:8][C:9]1[CH:14]=[CH:13][CH:12]=[C:11]([C:15]([F:18])([F:17])[F:16])[CH:10]=1.Cl.[CH3:35][S:36]([CH2:39][CH2:40][O:41][CH2:42][CH2:43][NH2:44])(=[O:38])=[O:37].Cl.C(N=C=NCCCN(C)C)C.O.ON1C2C=CC=CC=2N=N1, predict the reaction product. The product is: [Cl:1][C:2]1[CH:3]=[C:4]([NH:19][C:20]2[C:30]3[CH:29]=[C:28]([C:31]([NH:44][CH2:43][CH2:42][O:41][CH2:40][CH2:39][S:36]([CH3:35])(=[O:38])=[O:37])=[O:32])[CH2:27][CH2:26][NH:25][C:24]=3[N:23]=[CH:22][N:21]=2)[CH:5]=[CH:6][C:7]=1[O:8][C:9]1[CH:14]=[CH:13][CH:12]=[C:11]([C:15]([F:17])([F:16])[F:18])[CH:10]=1. (8) Given the reactants O[C:2]1([CH:15]2[CH2:22][N:18]3[CH:19]=[N:20][CH:21]=[C:17]3[C:16]2=[O:23])[CH2:7][CH2:6][N:5](C(OC(C)(C)C)=O)[CH2:4][CH2:3]1.[ClH:24], predict the reaction product. The product is: [ClH:24].[ClH:24].[NH:5]1[CH2:4][CH2:3][CH:2]([CH:15]2[CH2:22][N:18]3[CH:19]=[N:20][CH:21]=[C:17]3[C:16]2=[O:23])[CH2:7][CH2:6]1.